Predict the reaction yield, written as a fraction of the theoretical maximum amount of product (1.0 means a 100% yield; for example, 0.34 means a 34% yield). From a dataset of Reaction yield outcomes from USPTO patents with 853,638 reactions. The reactants are C([O:5][C:6]([C:8]1[CH:13]=[CH:12][C:11]([O:14][C:15]2[CH:20]=[CH:19][C:18]([NH:21][C:22]([O:24][C:25]([CH3:28])([CH3:27])[CH3:26])=[O:23])=[CH:17][CH:16]=2)=[CH:10][N:9]=1)=O)(C)(C)C.[H-].[H-].[H-].[H-].[Li+].[Al+3]. The catalyst is C1COCC1. The product is [C:25]([O:24][C:22](=[O:23])[NH:21][C:18]1[CH:17]=[CH:16][C:15]([O:14][C:11]2[CH:10]=[N:9][C:8]([CH2:6][OH:5])=[CH:13][CH:12]=2)=[CH:20][CH:19]=1)([CH3:28])([CH3:26])[CH3:27]. The yield is 0.920.